This data is from CYP2C19 inhibition data for predicting drug metabolism from PubChem BioAssay. The task is: Regression/Classification. Given a drug SMILES string, predict its absorption, distribution, metabolism, or excretion properties. Task type varies by dataset: regression for continuous measurements (e.g., permeability, clearance, half-life) or binary classification for categorical outcomes (e.g., BBB penetration, CYP inhibition). Dataset: cyp2c19_veith. (1) The drug is O=C1CCN(S(=O)(=O)c2ccccc2)N1. The result is 1 (inhibitor). (2) The molecule is COCCn1c(=O)c(-c2ccc(OC)cc2)nc2cnc(Nc3ccccc3)nc21. The result is 0 (non-inhibitor). (3) The molecule is Cc1ccccc1-c1cncnc1NCc1cccnc1. The result is 1 (inhibitor). (4) The drug is Oc1ccc([C@@H]2CNCCc3c2cc(O)c(O)c3Cl)cc1. The result is 0 (non-inhibitor). (5) The molecule is O=C(CSc1nc2c(c(=O)n1-c1ccc(F)cc1)SCC2)N1CCCC1. The result is 0 (non-inhibitor). (6) The drug is NS(=O)(=O)c1ccc(N=Nc2nc3[nH]c(=O)[nH]c(=O)c3[nH]2)cc1. The result is 0 (non-inhibitor). (7) The compound is COc1ccc(OC(=O)c2ccncc2)cc1. The result is 1 (inhibitor).